Dataset: Catalyst prediction with 721,799 reactions and 888 catalyst types from USPTO. Task: Predict which catalyst facilitates the given reaction. (1) Reactant: [Br:1][C:2]1[CH:7]=[CH:6][C:5](F)=[C:4]([N+:9]([O-:11])=[O:10])[CH:3]=1.C(=O)([O-])[O-].[K+].[K+].[CH3:18][CH:19]([SH:21])[CH3:20]. Product: [Br:1][C:2]1[CH:7]=[CH:6][C:5]([S:21][CH:19]([CH3:20])[CH3:18])=[C:4]([N+:9]([O-:11])=[O:10])[CH:3]=1. The catalyst class is: 35. (2) Product: [CH2:1]([C:3]1[S:36][C:6]2[N:7]([CH2:21][C:22]3[CH:23]=[CH:24][C:25]([C:28]4[C:29]([C:34]#[N:35])=[CH:30][CH:31]=[CH:32][CH:33]=4)=[CH:26][CH:27]=3)[C:8](=[O:20])[C:9]([CH2:12][CH2:13][C:14]3[CH:15]=[CH:16][CH:17]=[CH:18][CH:19]=3)=[C:10]([O:11][CH3:37])[C:5]=2[CH:4]=1)[CH3:2]. Reactant: [CH2:1]([C:3]1[S:36][C:6]2[N:7]([CH2:21][C:22]3[CH:27]=[CH:26][C:25]([C:28]4[C:29]([C:34]#[N:35])=[CH:30][CH:31]=[CH:32][CH:33]=4)=[CH:24][CH:23]=3)[C:8](=[O:20])[C:9]([CH2:12][CH2:13][C:14]3[CH:19]=[CH:18][CH:17]=[CH:16][CH:15]=3)=[C:10]([OH:11])[C:5]=2[CH:4]=1)[CH3:2].[CH:37](N(C(C)C)CC)(C)C.CO.C[Si](C=[N+]=[N-])(C)C. The catalyst class is: 10. (3) Reactant: [NH2:1][C:2]1[CH:7]=[CH:6][C:5]([CH:8]2[CH2:12][CH2:11][N:10]([C:13]([O:15][C:16]([CH3:19])([CH3:18])[CH3:17])=[O:14])[CH2:9]2)=[CH:4][CH:3]=1.[C:20]1([N:26]=[C:27]=[O:28])[CH:25]=[CH:24][CH:23]=[CH:22][CH:21]=1. Product: [C:16]([O:15][C:13]([N:10]1[CH2:11][CH2:12][CH:8]([C:5]2[CH:4]=[CH:3][C:2]([NH:1][C:27]([NH:26][C:20]3[CH:25]=[CH:24][CH:23]=[CH:22][CH:21]=3)=[O:28])=[CH:7][CH:6]=2)[CH2:9]1)=[O:14])([CH3:19])([CH3:18])[CH3:17]. The catalyst class is: 4.